Dataset: Catalyst prediction with 721,799 reactions and 888 catalyst types from USPTO. Task: Predict which catalyst facilitates the given reaction. Product: [CH3:1][O:2][C:3](=[O:15])[C:4]1[C:5](=[C:10]([NH:33][C:19]2[CH:20]=[CH:21][C:22]([O:24][CH2:25][CH2:26][N:27]3[CH2:32][CH2:31][CH2:30][CH2:29][CH2:28]3)=[CH:23][C:18]=2[O:17][CH3:16])[CH:11]=[CH:12][CH:13]=1)[C:6]([O:8][CH3:9])=[O:7]. The catalyst class is: 835. Reactant: [CH3:1][O:2][C:3](=[O:15])[C:4]1[C:5](=[C:10](I)[CH:11]=[CH:12][CH:13]=1)[C:6]([O:8][CH3:9])=[O:7].[CH3:16][O:17][C:18]1[CH:23]=[C:22]([O:24][CH2:25][CH2:26][N:27]2[CH2:32][CH2:31][CH2:30][CH2:29][CH2:28]2)[CH:21]=[CH:20][C:19]=1[NH2:33].C1C=CC(P(C2C(C3C(P(C4C=CC=CC=4)C4C=CC=CC=4)=CC=C4C=3C=CC=C4)=C3C(C=CC=C3)=CC=2)C2C=CC=CC=2)=CC=1.C(=O)([O-])[O-].[Cs+].[Cs+].